Dataset: Reaction yield outcomes from USPTO patents with 853,638 reactions. Task: Predict the reaction yield, written as a fraction of the theoretical maximum amount of product (1.0 means a 100% yield; for example, 0.34 means a 34% yield). (1) The reactants are [Br:1][C:2]1[C:3](=[O:18])[NH:4][CH:5]=[CH:6][C:7]=1[O:8][CH2:9][C:10]1[CH:15]=[CH:14][C:13]([F:16])=[CH:12][C:11]=1[F:17].C([O-])([O-])=O.[K+].[K+].[Cl:25][CH2:26][C:27]1[CH:32]=[CH:31][C:30]([CH2:33]Cl)=[CH:29][CH:28]=1. The catalyst is CN(C=O)C.[Cl-].[Na+].O. The product is [Br:1][C:2]1[C:3](=[O:18])[N:4]([CH2:33][C:30]2[CH:31]=[CH:32][C:27]([CH2:26][Cl:25])=[CH:28][CH:29]=2)[CH:5]=[CH:6][C:7]=1[O:8][CH2:9][C:10]1[CH:15]=[CH:14][C:13]([F:16])=[CH:12][C:11]=1[F:17]. The yield is 0.430. (2) The reactants are [O:1]1[CH2:5][CH2:4][CH:3]([CH2:6][OH:7])[CH2:2]1.C(N(CC)CC)C.[CH3:15][S:16](Cl)(=[O:18])=[O:17]. The catalyst is C(Cl)Cl. The product is [CH3:15][S:16]([O:7][CH2:6][CH:3]1[CH2:4][CH2:5][O:1][CH2:2]1)(=[O:18])=[O:17]. The yield is 1.00. (3) The reactants are [C:1]([C:5]1[CH:10]=[CH:9][C:8]([N+:11]([O-:13])=[O:12])=[CH:7][C:6]=1[S:14](Cl)(=[O:16])=[O:15])([CH3:4])([CH3:3])[CH3:2].[NH4+:18].[OH-]. The catalyst is CCOCC.O. The product is [C:1]([C:5]1[CH:10]=[CH:9][C:8]([N+:11]([O-:13])=[O:12])=[CH:7][C:6]=1[S:14]([NH2:18])(=[O:16])=[O:15])([CH3:4])([CH3:3])[CH3:2]. The yield is 0.340.